Dataset: Full USPTO retrosynthesis dataset with 1.9M reactions from patents (1976-2016). Task: Predict the reactants needed to synthesize the given product. (1) Given the product [CH2:1]([C:5]1[N:9]([C:10]2[N:15]=[C:14]([C:16]3[S:20][CH:43]=[CH:44][CH:17]=3)[C:13]([CH3:21])=[CH:12][N:11]=2)[N:8]=[CH:7][C:6]=1[C:22]([N:31]1[CH2:32][CH2:33][N:28]2[CH:27]=[N:26][N:25]=[C:29]2[CH2:30]1)=[O:23])[CH2:2][CH2:3][CH3:4], predict the reactants needed to synthesize it. The reactants are: [CH2:1]([C:5]1[N:9]([C:10]2[N:15]=[C:14]([C:16]3[S:20]C=N[CH:17]=3)[C:13]([CH3:21])=[CH:12][N:11]=2)[N:8]=[CH:7][C:6]=1[C:22](O)=[O:23])[CH2:2][CH2:3][CH3:4].[N:25]1[N:26]=[CH:27][N:28]2[CH2:33][CH2:32][NH:31][CH2:30][C:29]=12.CN(C(ON1N=N[C:44]2C=CC=C[C:43]1=2)=[N+](C)C)C.F[P-](F)(F)(F)(F)F.CCN(C(C)C)C(C)C. (2) Given the product [C:27]([O:26][C:24](=[O:25])[CH2:23][N:13]1[C:12](=[O:21])[CH2:11][C:10]2[N:16]([C:7]([C:1]3[CH:2]=[CH:3][CH:4]=[CH:5][CH:6]=3)=[N:8][N:9]=2)[C:15]2[CH:17]=[CH:18][CH:19]=[CH:20][C:14]1=2)([CH3:30])([CH3:29])[CH3:28], predict the reactants needed to synthesize it. The reactants are: [C:1]1([C:7]2[N:16]3[C:10]([CH2:11][C:12](=[O:21])[NH:13][C:14]4[CH:20]=[CH:19][CH:18]=[CH:17][C:15]=43)=[N:9][N:8]=2)[CH:6]=[CH:5][CH:4]=[CH:3][CH:2]=1.Br[CH2:23][C:24]([O:26][C:27]([CH3:30])([CH3:29])[CH3:28])=[O:25].CCOCC.